From a dataset of Full USPTO retrosynthesis dataset with 1.9M reactions from patents (1976-2016). Predict the reactants needed to synthesize the given product. Given the product [F:1][C:2]1[C:7]([CH:8]([OH:28])[C:9]2[C:17]3[C:12](=[N:13][CH:14]=[CH:15][CH:16]=3)[NH:11][CH:10]=2)=[C:6]([F:29])[CH:5]=[CH:4][C:3]=1[NH:30][S:31]([C:34]1[CH:39]=[CH:38][CH:37]=[C:36]([O:40][CH3:41])[CH:35]=1)(=[O:33])=[O:32], predict the reactants needed to synthesize it. The reactants are: [F:1][C:2]1[C:7]([CH:8]([OH:28])[C:9]2[C:17]3[C:12](=[N:13][CH:14]=[CH:15][CH:16]=3)[N:11]([Si](C(C)C)(C(C)C)C(C)C)[CH:10]=2)=[C:6]([F:29])[CH:5]=[CH:4][C:3]=1[NH:30][S:31]([C:34]1[CH:39]=[CH:38][CH:37]=[C:36]([O:40][CH3:41])[CH:35]=1)(=[O:33])=[O:32].[F-].C([N+](CCCC)(CCCC)CCCC)CCC.O.